Dataset: Forward reaction prediction with 1.9M reactions from USPTO patents (1976-2016). Task: Predict the product of the given reaction. (1) The product is: [OH:28][NH:27][C:21]([C:19]1[CH:18]=[CH:17][C:8]2[CH2:9][N:10]([C:11]3[CH:16]=[CH:15][CH:14]=[CH:13][CH:12]=3)[C@@H:4]([CH:1]([CH3:3])[CH3:2])[CH2:5][O:6][C:7]=2[CH:20]=1)=[O:23]. Given the reactants [CH:1]([C@@H:4]1[N:10]([C:11]2[CH:16]=[CH:15][CH:14]=[CH:13][CH:12]=2)[CH2:9][C:8]2[CH:17]=[CH:18][C:19]([C:21]([O:23]C)=O)=[CH:20][C:7]=2[O:6][CH2:5]1)([CH3:3])[CH3:2].CO.[NH2:27][OH:28].[OH-].[Na+], predict the reaction product. (2) Given the reactants [F:1][C:2]1[CH:7]=[CH:6][C:5]([F:8])=[CH:4][C:3]=1[C@H:9]1[CH2:13][CH2:12][CH2:11][N:10]1[C:14]1[CH:19]=[CH:18][N:17]2[N:20]=[CH:21][C:22]([NH:23][C:24]([N:26]3[CH2:29][CH:28]([OH:30])[CH2:27]3)=[O:25])=[C:16]2[N:15]=1.[S:31](=[O:35])(=[O:34])([OH:33])[OH:32], predict the reaction product. The product is: [S:31]([OH:35])([OH:34])(=[O:33])=[O:32].[F:1][C:2]1[CH:7]=[CH:6][C:5]([F:8])=[CH:4][C:3]=1[C@H:9]1[CH2:13][CH2:12][CH2:11][N:10]1[C:14]1[CH:19]=[CH:18][N:17]2[N:20]=[CH:21][C:22]([NH:23][C:24]([N:26]3[CH2:29][CH:28]([OH:30])[CH2:27]3)=[O:25])=[C:16]2[N:15]=1. (3) Given the reactants FC(F)(F)C(O)=O.[CH3:8][NH:9][C@H:10]([C:14]([NH:16][C@H:17]([C:21]([N:23]([C@@H:25]([C@@H:62]([CH3:65])[CH2:63][CH3:64])[C@H:26]([O:60][CH3:61])[CH2:27][C:28]([N:30]1[CH2:34][CH2:33][CH2:32][C@H:31]1[C@H:35]([O:58][CH3:59])[C@@H:36]([CH3:57])[C:37]([NH:39][C@@:40]1([C:49]([N:51]2[CH2:56][CH2:55][CH2:54][CH2:53][O:52]2)=[O:50])[CH2:42][C@@H:41]1[C:43]1[CH:48]=[CH:47][CH:46]=[CH:45][CH:44]=1)=[O:38])=[O:29])[CH3:24])=[O:22])[CH:18]([CH3:20])[CH3:19])=[O:15])[CH:11]([CH3:13])[CH3:12].O=[CH:67][CH2:68][CH2:69][CH2:70][CH2:71][C:72]([OH:74])=[O:73].C([BH3-])#N.[Na+].Cl, predict the reaction product. The product is: [C:72]([CH2:71][CH2:70][CH2:69][CH2:68][CH2:67][N:9]([CH3:8])[C@H:10]([C:14]([NH:16][C@H:17]([C:21]([N:23]([C@@H:25]([C@@H:62]([CH3:65])[CH2:63][CH3:64])[C@H:26]([O:60][CH3:61])[CH2:27][C:28]([N:30]1[CH2:34][CH2:33][CH2:32][C@H:31]1[C@H:35]([O:58][CH3:59])[C@@H:36]([CH3:57])[C:37]([NH:39][C@@:40]1([C:49]([N:51]2[CH2:56][CH2:55][CH2:54][CH2:53][O:52]2)=[O:50])[CH2:42][C@@H:41]1[C:43]1[CH:44]=[CH:45][CH:46]=[CH:47][CH:48]=1)=[O:38])=[O:29])[CH3:24])=[O:22])[CH:18]([CH3:19])[CH3:20])=[O:15])[CH:11]([CH3:12])[CH3:13])([OH:74])=[O:73]. (4) Given the reactants [C:1]([O:5][C:6]([C@@H:8]([CH2:13][NH:14][S:15]([C:18]1[CH:23]=[CH:22][CH:21]=[CH:20][C:19]=1[N+:24]([O-:26])=[O:25])(=[O:17])=[O:16])[C:9]([O:11][CH3:12])=[O:10])=[O:7])([CH3:4])([CH3:3])[CH3:2].C(=O)([O-])[O-].[K+].[K+].Br[CH2:34][CH2:35][CH2:36][CH:37]=[CH2:38], predict the reaction product. The product is: [C:1]([O:5][C:6]([C@@H:8]([CH2:13][N:14]([CH2:38][CH2:37][CH2:36][CH:35]=[CH2:34])[S:15]([C:18]1[CH:23]=[CH:22][CH:21]=[CH:20][C:19]=1[N+:24]([O-:26])=[O:25])(=[O:17])=[O:16])[C:9]([O:11][CH3:12])=[O:10])=[O:7])([CH3:4])([CH3:2])[CH3:3]. (5) Given the reactants [C:1]([O:5][C:6]([N:8]1[CH2:13][CH2:12][N:11]([C:14]([O:16][C:17]([CH3:20])([CH3:19])[CH3:18])=[O:15])[CH2:10][CH:9]1[C:21]1[CH:26]=[CH:25][C:24]([NH2:27])=[CH:23][CH:22]=1)=[O:7])([CH3:4])([CH3:3])[CH3:2].[C:28]([NH:32][S:33]([C:36]1[CH:41]=[CH:40][CH:39]=[C:38]([C:42]2[N:50]3[C:45]([CH:46]=[N:47][C:48](O)=[N:49]3)=[CH:44][CH:43]=2)[CH:37]=1)(=[O:35])=[O:34])([CH3:31])([CH3:30])[CH3:29], predict the reaction product. The product is: [C:1]([O:5][C:6]([N:8]1[CH2:13][CH2:12][N:11]([C:14]([O:16][C:17]([CH3:20])([CH3:19])[CH3:18])=[O:15])[CH2:10][CH:9]1[C:21]1[CH:26]=[CH:25][C:24]([NH:27][C:48]2[N:47]=[CH:46][C:45]3=[CH:44][CH:43]=[C:42]([C:38]4[CH:39]=[CH:40][CH:41]=[C:36]([S:33](=[O:35])(=[O:34])[NH:32][C:28]([CH3:29])([CH3:31])[CH3:30])[CH:37]=4)[N:50]3[N:49]=2)=[CH:23][CH:22]=1)=[O:7])([CH3:2])([CH3:3])[CH3:4]. (6) Given the reactants [CH3:1][O:2][C:3]1[CH:21]=[CH:20][C:6]([CH2:7][NH:8][C:9]([C:11]2[C:15]([NH:16][C:17]([NH2:19])=[O:18])=[CH:14][NH:13][N:12]=2)=[O:10])=[CH:5][CH:4]=1.C(=O)([O-])[O-].[Cs+].[Cs+].I[C:29]1[CH:34]=[CH:33][CH:32]=[CH:31][N:30]=1, predict the reaction product. The product is: [CH3:1][O:2][C:3]1[CH:4]=[CH:5][C:6]([CH2:7][NH:8][C:9]([C:11]2[C:15]([NH:16][C:17]([NH2:19])=[O:18])=[CH:14][N:13]([C:29]3[CH:34]=[CH:33][CH:32]=[CH:31][N:30]=3)[N:12]=2)=[O:10])=[CH:20][CH:21]=1.